From a dataset of Forward reaction prediction with 1.9M reactions from USPTO patents (1976-2016). Predict the product of the given reaction. (1) Given the reactants [O:1]1[CH2:6][CH2:5][CH2:4][O:3][CH:2]1[C:7]1[CH:8]=[C:9]([SH:13])[CH:10]=[CH:11][CH:12]=1.[F:14][C:15]1[C:20](F)=[CH:19][C:18]([CH2:22][OH:23])=[C:17]([N+:24]([O-:26])=[O:25])[CH:16]=1.C(=O)([O-])[O-].[Cs+].[Cs+].O, predict the reaction product. The product is: [O:1]1[CH2:6][CH2:5][CH2:4][O:3][CH:2]1[C:7]1[CH:8]=[C:9]([S:13][C:20]2[C:15]([F:14])=[CH:16][C:17]([N+:24]([O-:26])=[O:25])=[C:18]([CH2:22][OH:23])[CH:19]=2)[CH:10]=[CH:11][CH:12]=1. (2) Given the reactants [H-].[Al+3].[Li+].[H-].[H-].[H-].[CH2:7]([N:14]1[C:18]([CH3:20])([CH3:19])[CH2:17][CH:16]([C:21](OC)=[O:22])[C:15]1=O)[C:8]1[CH:13]=[CH:12][CH:11]=[CH:10][CH:9]=1, predict the reaction product. The product is: [CH2:7]([N:14]1[C:18]([CH3:19])([CH3:20])[CH2:17][CH:16]([CH2:21][OH:22])[CH2:15]1)[C:8]1[CH:13]=[CH:12][CH:11]=[CH:10][CH:9]=1. (3) Given the reactants [NH:1]1[CH2:6][CH2:5][CH2:4][CH2:3][CH2:2]1.C(=O)([O-])[O-].[K+].[K+].Br[CH2:14][CH2:15][C:16]#[CH:17], predict the reaction product. The product is: [CH2:17]([N:1]1[CH2:6][CH2:5][CH2:4][CH2:3][CH2:2]1)[CH2:16][C:15]#[CH:14]. (4) Given the reactants [CH3:1][N:2]([CH3:17])[C:3]1[CH:12]=[CH:11][CH:10]=[C:9]2[C:4]=1[CH:5]=[CH:6][CH:7]=[C:8]2[S:13](Cl)(=[O:15])=[O:14].C(N(CC)C(C)C)(C)C.ClCCl.[NH2:30][CH2:31][CH2:32][CH2:33][CH2:34][N:35]1[C:47]2[C:46]3[CH:45]=[CH:44][CH:43]=[CH:42][C:41]=3[N:40]=[C:39]([NH2:48])[C:38]=2[N:37]=[C:36]1[CH2:49][CH2:50][CH2:51][CH3:52], predict the reaction product. The product is: [NH2:48][C:39]1[C:38]2[N:37]=[C:36]([CH2:49][CH2:50][CH2:51][CH3:52])[N:35]([CH2:34][CH2:33][CH2:32][CH2:31][NH:30][S:13]([C:8]3[C:9]4[C:4](=[C:3]([N:2]([CH3:17])[CH3:1])[CH:12]=[CH:11][CH:10]=4)[CH:5]=[CH:6][CH:7]=3)(=[O:15])=[O:14])[C:47]=2[C:46]2[CH:45]=[CH:44][CH:43]=[CH:42][C:41]=2[N:40]=1.